This data is from Catalyst prediction with 721,799 reactions and 888 catalyst types from USPTO. The task is: Predict which catalyst facilitates the given reaction. (1) Reactant: [C:1]1([N:7]=[N:8][C:9]2[CH:27]=[CH:26][C:12]([C:13]([NH:15][CH2:16][CH2:17][CH2:18][CH2:19][CH2:20][CH2:21][C:22](OC)=[O:23])=[O:14])=[CH:11][CH:10]=2)[CH:6]=[CH:5][CH:4]=[CH:3][CH:2]=1.[NH2:28][OH:29].[OH-].[Na+].Cl. Product: [OH:29][NH:28][C:22](=[O:23])[CH2:21][CH2:20][CH2:19][CH2:18][CH2:17][CH2:16][NH:15][C:13](=[O:14])[C:12]1[CH:26]=[CH:27][C:9]([N:8]=[N:7][C:1]2[CH:6]=[CH:5][CH:4]=[CH:3][CH:2]=2)=[CH:10][CH:11]=1. The catalyst class is: 5. (2) Reactant: Br[C:2]1[N:7]2[CH:8]=[N:9][CH:10]=[C:6]2[C:5](=[O:11])[N:4]([CH3:12])[CH:3]=1.[CH:13]1([CH2:16][O:17][C:18]2[CH:23]=[CH:22][C:21]([S:24]([CH2:27][CH3:28])(=[O:26])=[O:25])=[CH:20][C:19]=2B2OC(C)(C)C(C)(C)O2)[CH2:15][CH2:14]1.C([O-])(O)=O.[Na+]. Product: [CH:13]1([CH2:16][O:17][C:18]2[CH:23]=[CH:22][C:21]([S:24]([CH2:27][CH3:28])(=[O:26])=[O:25])=[CH:20][C:19]=2[C:2]2[N:7]3[CH:8]=[N:9][CH:10]=[C:6]3[C:5](=[O:11])[N:4]([CH3:12])[CH:3]=2)[CH2:14][CH2:15]1. The catalyst class is: 75. (3) Reactant: [S-2].[Na+].[Na+].[CH3:4][N:5]([CH3:23])[CH2:6][CH:7]([C:16]1([OH:22])[CH2:21][CH2:20][CH2:19][CH2:18][CH2:17]1)[C:8]1[CH:13]=[CH:12][C:11]([O:14]C)=[CH:10][CH:9]=1.O. Product: [CH3:23][N:5]([CH3:4])[CH2:6][CH:7]([C:16]1([OH:22])[CH2:17][CH2:18][CH2:19][CH2:20][CH2:21]1)[C:8]1[CH:13]=[CH:12][C:11]([OH:14])=[CH:10][CH:9]=1. The catalyst class is: 60.